From a dataset of Reaction yield outcomes from USPTO patents with 853,638 reactions. Predict the reaction yield, written as a fraction of the theoretical maximum amount of product (1.0 means a 100% yield; for example, 0.34 means a 34% yield). (1) The reactants are [C:1]1([NH:7][C:8]2[CH:13]=[CH:12][CH:11]=[CH:10][C:9]=2[NH:14][C:15]([C:17]2[CH:26]=[CH:25][C:20]([C:21]([O:23][CH3:24])=[O:22])=[CH:19][CH:18]=2)=[O:16])[CH:6]=[CH:5][CH:4]=[CH:3][CH:2]=1.[CH2:27]([Sn](Cl)(Cl)CCCC)[CH2:28]CC.C(=O)C.C1([SiH3])C=CC=CC=1. The catalyst is C1COCC1. The product is [CH2:27]([N:7]([C:1]1[CH:2]=[CH:3][CH:4]=[CH:5][CH:6]=1)[C:8]1[CH:13]=[CH:12][CH:11]=[CH:10][C:9]=1[NH:14][C:15]([C:17]1[CH:18]=[CH:19][C:20]([C:21]([O:23][CH3:24])=[O:22])=[CH:25][CH:26]=1)=[O:16])[CH3:28]. The yield is 1.00. (2) The reactants are Cl.[NH2:2][CH2:3][C:4]1[CH:5]=[C:6]2[C:10](=[CH:11][CH:12]=1)[C:9](=[O:13])[N:8]([CH:14]1[CH2:19][CH2:18][C:17](=[O:20])[NH:16][C:15]1=[O:21])[C:7]2=[O:22].[S:23]1[C:27]([C:28](Cl)=[O:29])=[CH:26][C:25]2[CH:31]=[CH:32][CH:33]=[CH:34][C:24]1=2.CCN(C(C)C)C(C)C. The catalyst is CC#N. The product is [O:21]=[C:15]1[CH:14]([N:8]2[C:7](=[O:22])[C:6]3[C:10](=[CH:11][CH:12]=[C:4]([CH2:3][NH:2][C:28]([C:27]4[S:23][C:24]5[CH:34]=[CH:33][CH:32]=[CH:31][C:25]=5[CH:26]=4)=[O:29])[CH:5]=3)[C:9]2=[O:13])[CH2:19][CH2:18][C:17](=[O:20])[NH:16]1. The yield is 0.560. (3) The reactants are [Cl:1][CH2:2][C:3](Cl)=[O:4].C([N:8]([CH2:11][CH3:12])CC)C.[CH2:13](Cl)[Cl:14]. The catalyst is CN(C1C=CN=CC=1)C. The product is [Cl:1][CH2:2][C:3]([NH:8][CH2:11][CH2:12][CH2:13][Cl:14])=[O:4]. The yield is 0.250. (4) The reactants are [F:1][C:2]1[CH:7]=[CH:6][C:5]([C:8](=[O:11])[CH2:9][OH:10])=[CH:4][CH:3]=1.[CH2:12](O)[CH2:13][OH:14]. The catalyst is O.C1(C)C=CC(S(O)(=O)=O)=CC=1.C1C=CC=CC=1. The product is [F:1][C:2]1[CH:3]=[CH:4][C:5]([C:8]2([CH2:9][OH:10])[O:14][CH2:13][CH2:12][O:11]2)=[CH:6][CH:7]=1. The yield is 0.720. (5) The yield is 0.560. The catalyst is CO. The product is [C:6]([C:7]1[CH:8]=[C:9]([CH:12]=[CH:13][CH:14]=1)[C:10]#[N:11])#[CH:5]. The reactants are C[Si]([C:5]#[C:6][C:7]1[CH:8]=[C:9]([CH:12]=[CH:13][CH:14]=1)[C:10]#[N:11])(C)C.C(=O)([O-])[O-].[K+].[K+]. (6) The reactants are [OH:1][C:2]1[CH:7]=[CH:6][C:5]([C@@H:8]([C:14]#[C:15][CH3:16])[CH2:9][C:10]([O:12][CH3:13])=[O:11])=[CH:4][CH:3]=1.[S:17](O[S:17]([C:20]([F:23])([F:22])[F:21])(=[O:19])=[O:18])([C:20]([F:23])([F:22])[F:21])(=[O:19])=[O:18]. The catalyst is N1C=CC=CC=1.CCOC(C)=O.Cl. The product is [F:21][C:20]([F:23])([F:22])[S:17]([O:1][C:2]1[CH:3]=[CH:4][C:5]([C@@H:8]([C:14]#[C:15][CH3:16])[CH2:9][C:10]([O:12][CH3:13])=[O:11])=[CH:6][CH:7]=1)(=[O:19])=[O:18]. The yield is 0.650.